This data is from Catalyst prediction with 721,799 reactions and 888 catalyst types from USPTO. The task is: Predict which catalyst facilitates the given reaction. (1) Reactant: [CH3:1][O:2][C:3]1[CH:12]=[CH:11][C:10]([O:13][CH3:14])=[C:9]2[C:4]=1[CH2:5][C@@H:6]([CH3:16])[C@H:7]([OH:15])[CH2:8]2.C(Cl)(=O)C(Cl)=O.CS(C)=O. Product: [CH3:1][O:2][C:3]1[CH:12]=[CH:11][C:10]([O:13][CH3:14])=[C:9]2[C:4]=1[CH2:5][CH:6]([CH3:16])[C:7](=[O:15])[CH2:8]2. The catalyst class is: 884. (2) Reactant: [CH2:1]([O:8][C:9]([N:11]1[CH2:16][CH2:15][CH:14]([NH:17][P:18]([O:23][CH2:24][CH3:25])([O:20][CH2:21][CH3:22])=[O:19])[CH:13](OS(C2C=CC(C)=CC=2)(=O)=O)[CH2:12]1)=[O:10])[C:2]1[CH:7]=[CH:6][CH:5]=[CH:4][CH:3]=1.C(OC(N1CCC(OS(C2C=CC(C)=CC=2)(=O)=O)C(NP(OCC)(OCC)=O)C1)=O)C1C=CC=CC=1.[H-].[Na+]. Product: [CH2:1]([O:8][C:9]([N:11]1[CH2:16][CH2:15][CH:14]2[CH:13]([N:17]2[P:18]([O:23][CH2:24][CH3:25])([O:20][CH2:21][CH3:22])=[O:19])[CH2:12]1)=[O:10])[C:2]1[CH:7]=[CH:6][CH:5]=[CH:4][CH:3]=1. The catalyst class is: 20. (3) Reactant: [CH3:1][O:2][C:3]([C:5]1[CH:6]=[C:7]([Cl:19])[C:8]([C:11]2[CH:12]=[N:13][C:14]([CH:17]=O)=[CH:15][CH:16]=2)=[N:9][CH:10]=1)=[O:4].[O:20]1[CH2:25][CH2:24][N:23]([C:26]2[CH:27]=[C:28]([NH2:33])[C:29]([NH2:32])=[CH:30][CH:31]=2)[CH2:22][CH2:21]1. The catalyst class is: 641. Product: [CH3:1][O:2][C:3]([C:5]1[CH:6]=[C:7]([Cl:19])[C:8]([C:11]2[CH:12]=[N:13][C:14]([C:17]3[NH:33][C:28]4[CH:27]=[C:26]([N:23]5[CH2:24][CH2:25][O:20][CH2:21][CH2:22]5)[CH:31]=[CH:30][C:29]=4[N:32]=3)=[CH:15][CH:16]=2)=[N:9][CH:10]=1)=[O:4].